From a dataset of Reaction yield outcomes from USPTO patents with 853,638 reactions. Predict the reaction yield, written as a fraction of the theoretical maximum amount of product (1.0 means a 100% yield; for example, 0.34 means a 34% yield). (1) The reactants are [CH2:1]([N:8]([C:10]1([C:13]2[CH:18]=[CH:17][C:16]([C:19]#[CH:20])=[CH:15][CH:14]=2)[CH2:12][CH2:11]1)[CH3:9])[C:2]1[CH:7]=[CH:6][CH:5]=[CH:4][CH:3]=1.[CH2:21]([O:23][C:24](=[O:32])[C:25]1[CH:30]=[CH:29][C:28](I)=[CH:27][CH:26]=1)[CH3:22]. The catalyst is C(N(CC)CC)C.[Cu]I.Cl[Pd](Cl)([P](C1C=CC=CC=1)(C1C=CC=CC=1)C1C=CC=CC=1)[P](C1C=CC=CC=1)(C1C=CC=CC=1)C1C=CC=CC=1. The product is [CH2:1]([N:8]([CH3:9])[C:10]1([C:13]2[CH:14]=[CH:15][C:16]([C:19]#[C:20][C:28]3[CH:29]=[CH:30][C:25]([C:24]([O:23][CH2:21][CH3:22])=[O:32])=[CH:26][CH:27]=3)=[CH:17][CH:18]=2)[CH2:12][CH2:11]1)[C:2]1[CH:3]=[CH:4][CH:5]=[CH:6][CH:7]=1. The yield is 0.750. (2) The product is [OH:19][C:18]1[CH:20]=[CH:21][CH:22]=[CH:23][C:17]=1[C:16]([NH:1][CH2:2][CH2:3][N:4]([CH3:15])[CH2:5][CH2:6][NH:7][C:8](=[O:14])[O:9][C:10]([CH3:11])([CH3:12])[CH3:13])=[O:24]. The yield is 0.490. The reactants are [NH2:1][CH2:2][CH2:3][N:4]([CH3:15])[CH2:5][CH2:6][NH:7][C:8](=[O:14])[O:9][C:10]([CH3:13])([CH3:12])[CH3:11].[C:16](O)(=[O:24])[C:17]1[C:18](=[CH:20][CH:21]=[CH:22][CH:23]=1)[OH:19].CCN=C=NCCCN(C)C. The catalyst is CC#N.CCOC(C)=O. (3) The product is [NH2:1][C:2]1[CH:3]=[C:4]([N:9]2[CH2:14][C:13]3[CH:15]=[N:16][C:17]([NH:26][CH3:25])=[CH:18][C:12]=3[N:11]([C:20]([CH3:23])([CH3:22])[CH3:21])[C:10]2=[O:24])[CH:5]=[CH:6][C:7]=1[F:8]. The yield is 0.460. The catalyst is [Cu]I. The reactants are [NH2:1][C:2]1[CH:3]=[C:4]([N:9]2[CH2:14][C:13]3[CH:15]=[N:16][C:17](Cl)=[CH:18][C:12]=3[N:11]([C:20]([CH3:23])([CH3:22])[CH3:21])[C:10]2=[O:24])[CH:5]=[CH:6][C:7]=1[F:8].[CH3:25][NH2:26]. (4) The reactants are [NH2:1][C:2]1[CH:9]=[CH:8][C:5]([CH2:6][NH2:7])=[CH:4][CH:3]=1.[C:10](OC(=O)C)(=[O:12])[CH3:11]. The catalyst is N1C=CC=CC=1. The product is [NH2:1][C:2]1[CH:9]=[CH:8][C:5]([CH2:6][NH:7][C:10](=[O:12])[CH3:11])=[CH:4][CH:3]=1. The yield is 0.300. (5) The reactants are C([Li])CCC.Br[C:7]1[CH:12]=[C:11]([CH3:13])[N:10]=[C:9]([CH:14]([F:16])[F:15])[CH:8]=1.[Br:17][C:18]1[CH:19]=[C:20](/[C:24](/[C:32]2[CH:37]=[CH:36][CH:35]=[C:34]([F:38])[C:33]=2[C:39]#[N:40])=[N:25]\S(C(C)(C)C)=O)[CH:21]=[CH:22][CH:23]=1.Cl. The catalyst is C1COCC1. The product is [Br:17][C:18]1[CH:19]=[C:20]([C:24]2([C:7]3[CH:12]=[C:11]([CH3:13])[N:10]=[C:9]([CH:14]([F:16])[F:15])[CH:8]=3)[C:32]3[C:33](=[C:34]([F:38])[CH:35]=[CH:36][CH:37]=3)[C:39]([NH2:40])=[N:25]2)[CH:21]=[CH:22][CH:23]=1. The yield is 0.120. (6) The reactants are Br[C:2]1[CH:7]=[CH:6][C:5]([C:8]([F:11])([F:10])[F:9])=[CH:4][N:3]=1.[CH3:12][O:13][C:14]1[CH:19]=[C:18](B2OC(C)(C)C(C)(C)O2)[CH:17]=[CH:16][N:15]=1.C([O-])([O-])=O.[K+].[K+]. The catalyst is CS(C)=O.Cl[Pd]Cl. The product is [CH3:12][O:13][C:14]1[CH:19]=[C:18]([C:2]2[CH:7]=[CH:6][C:5]([C:8]([F:11])([F:10])[F:9])=[CH:4][N:3]=2)[CH:17]=[CH:16][N:15]=1. The yield is 0.620. (7) The catalyst is CN1C(=O)CCC1.C(OCC)(=O)C. The yield is 0.750. The product is [C:1]([O:4][CH:5]1[C:9]2[N:10]=[CH:11][N:12]=[C:13]([N:25]3[CH2:24][CH2:23][N:22]([C:15]([O:17][C:18]([CH3:21])([CH3:20])[CH3:19])=[O:16])[CH2:27][CH2:26]3)[C:8]=2[CH2:7][CH2:6]1)(=[O:3])[CH3:2]. The reactants are [C:1]([O:4][CH:5]1[C:9]2[N:10]=[CH:11][N:12]=[C:13](Cl)[C:8]=2[CH2:7][CH2:6]1)(=[O:3])[CH3:2].[C:15]([N:22]1[CH2:27][CH2:26][NH:25][CH2:24][CH2:23]1)([O:17][C:18]([CH3:21])([CH3:20])[CH3:19])=[O:16]. (8) The reactants are [H-].[Al+3].[Li+].[H-].[H-].[H-].[Cl:7][C:8]1[CH:13]=[CH:12][C:11]([S:14]([NH:17][C@H:18]2[CH2:22][CH2:21][CH2:20][C@H:19]2[C:23](OCC)=[O:24])(=[O:16])=[O:15])=[CH:10][CH:9]=1. The catalyst is O1CCCC1. The product is [Cl:7][C:8]1[CH:13]=[CH:12][C:11]([S:14]([NH:17][C@@H:18]2[CH2:22][CH2:21][CH2:20][C@@H:19]2[CH2:23][OH:24])(=[O:15])=[O:16])=[CH:10][CH:9]=1. The yield is 1.00. (9) The reactants are [CH:1]1([NH:4][CH2:5][C@H:6]2[C@@H:10]([F:11])[CH2:9][NH:8][CH2:7]2)[CH2:3][CH2:2]1.[ClH:12].CO.C(OCC)(=O)C. The catalyst is CO. The product is [ClH:12].[ClH:12].[CH:1]1([NH:4][CH2:5][C@H:6]2[C@@H:10]([F:11])[CH2:9][NH:8][CH2:7]2)[CH2:3][CH2:2]1. The yield is 0.720. (10) The reactants are [C:1]([O:5][C:6]([N:8]([CH2:15][CH2:16][C:17]#[N:18])[C:9]([CH3:14])([C:11]([OH:13])=[O:12])[CH3:10])=[O:7])([CH3:4])([CH3:3])[CH3:2].[CH3:19]I. The catalyst is CN(C=O)C. The product is [C:1]([O:5][C:6]([N:8]([CH2:15][CH2:16][C:17]#[N:18])[C:9]([CH3:10])([C:11]([O:13][CH3:19])=[O:12])[CH3:14])=[O:7])([CH3:4])([CH3:3])[CH3:2]. The yield is 0.970.